From a dataset of Catalyst prediction with 721,799 reactions and 888 catalyst types from USPTO. Predict which catalyst facilitates the given reaction. (1) Reactant: Cl.C(OC([NH:9][C:10]1[CH:37]=[CH:36][C:13]([CH2:14][N:15]2[CH2:20][CH2:19][N:18]([S:21]([C:24]3[CH:33]=[CH:32][C:31]4[C:26](=[CH:27][CH:28]=[C:29]([Cl:34])[CH:30]=4)[CH:25]=3)(=[O:23])=[O:22])[CH2:17][C:16]2=[O:35])=[CH:12][CH:11]=1)=O)(C)(C)C. Product: [ClH:34].[NH2:9][C:10]1[CH:37]=[CH:36][C:13]([CH2:14][N:15]2[CH2:20][CH2:19][N:18]([S:21]([C:24]3[CH:33]=[CH:32][C:31]4[C:26](=[CH:27][CH:28]=[C:29]([Cl:34])[CH:30]=4)[CH:25]=3)(=[O:22])=[O:23])[CH2:17][C:16]2=[O:35])=[CH:12][CH:11]=1. The catalyst class is: 370. (2) Reactant: [Cl:1][C:2]1[CH:22]=[CH:21][CH:20]=[CH:19][C:3]=1[O:4][C:5]1[CH2:9][N:8]([C@@H:10]([CH2:14][CH2:15][O:16][CH3:17])[C:11]([OH:13])=O)[C:7](=[O:18])[CH:6]=1.CN(C)CCCN=C=NCC.ON1C2C=CC=CC=2N=N1.[CH3:44][C:45]1([CH3:57])[O:49][C@H:48]([CH2:50][N:51]2[CH:55]=[CH:54][C:53]([NH2:56])=[N:52]2)[CH2:47][O:46]1. Product: [Cl:1][C:2]1[CH:22]=[CH:21][CH:20]=[CH:19][C:3]=1[O:4][C:5]1[CH2:9][N:8]([C@@H:10]([CH2:14][CH2:15][O:16][CH3:17])[C:11]([NH:56][C:53]2[CH:54]=[CH:55][N:51]([CH2:50][C@@H:48]3[CH2:47][O:46][C:45]([CH3:57])([CH3:44])[O:49]3)[N:52]=2)=[O:13])[C:7](=[O:18])[CH:6]=1. The catalyst class is: 4. (3) Reactant: [CH3:1][N:2]1[CH2:7][CH2:6][CH:5]([C:8]2[C:16]3[C:11](=[CH:12][CH:13]=[N:14][CH:15]=3)[NH:10][CH:9]=2)[CH2:4][CH2:3]1.[C:17]1([S:23](Cl)(=[O:25])=[O:24])[CH:22]=[CH:21][CH:20]=[CH:19][CH:18]=1.C[Si]([N-][Si](C)(C)C)(C)C.[Na+]. Product: [CH3:1][N:2]1[CH2:3][CH2:4][CH:5]([C:8]2[C:16]3[C:11](=[CH:12][CH:13]=[N:14][CH:15]=3)[N:10]([S:23]([C:17]3[CH:22]=[CH:21][CH:20]=[CH:19][CH:18]=3)(=[O:25])=[O:24])[CH:9]=2)[CH2:6][CH2:7]1. The catalyst class is: 1. (4) Reactant: [CH3:1][C:2]1[O:6][N:5]=[C:4]([C:7]2[CH:12]=[CH:11][C:10]([C@@H:13]3[O:18][CH2:17][CH2:16][N:15](C(OC(C)(C)C)=O)[CH2:14]3)=[CH:9][CH:8]=2)[N:3]=1.[ClH:26]. Product: [ClH:26].[CH3:1][C:2]1[O:6][N:5]=[C:4]([C:7]2[CH:12]=[CH:11][C:10]([C@@H:13]3[O:18][CH2:17][CH2:16][NH:15][CH2:14]3)=[CH:9][CH:8]=2)[N:3]=1. The catalyst class is: 13. (5) Reactant: C1(C(C2C=CC=CC=2)([C@H]2CCCN2)O)C=CC=CC=1.B([O-])([O-])[O-].B.C(N(CC)C1C=CC=CC=1)C.[Cl:36][C:37]1[CH:42]=[CH:41][C:40]([C:43](=[O:58])[CH2:44][CH2:45][C:46]([C:48]2[CH:53]=[CH:52][C:51]([Cl:54])=[C:50]([N+:55]([O-:57])=[O:56])[CH:49]=2)=[O:47])=[CH:39][C:38]=1[N+:59]([O-:61])=[O:60]. Product: [Cl:36][C:37]1[CH:42]=[CH:41][C:40]([C@@H:43]([OH:58])[CH2:44][CH2:45][C@@H:46]([C:48]2[CH:53]=[CH:52][C:51]([Cl:54])=[C:50]([N+:55]([O-:57])=[O:56])[CH:49]=2)[OH:47])=[CH:39][C:38]=1[N+:59]([O-:61])=[O:60]. The catalyst class is: 1. (6) Reactant: C1C=CC(C2C=CC=CC=2)=CC=1.C1C=CC(OC2C=CC=CC=2)=CC=1.[F:26][C:27]1[CH:28]=[C:29]([NH:37][CH:38]=[C:39]([C:45]([O:47]CC)=O)[C:40]([O:42][CH2:43][CH3:44])=[O:41])[CH:30]=[C:31]([O:35][CH3:36])[C:32]=1[O:33][CH3:34].C([O-])(=O)CC([O-])=O.FC1C(OC)=C(OC)C=C2C=1C(=O)C(C(OCC)=O)=CN2. Product: [F:26][C:27]1[CH:28]=[C:29]2[C:30]([C:45](=[O:47])[C:39]([C:40]([O:42][CH2:43][CH3:44])=[O:41])=[CH:38][NH:37]2)=[C:31]([O:35][CH3:36])[C:32]=1[O:33][CH3:34]. The catalyst class is: 81. (7) Reactant: Br[CH2:2][C:3](=[O:8])[C:4]([F:7])([F:6])[F:5].[BH4-].[Na+].[N-:11]=[N+]=[N-].[Na+].C1(P(C2C=CC=CC=2)C2C=CC=CC=2)C=CC=CC=1.C(=O)([O-])[O-].[K+].[K+].[CH2:40]([O:47][C:48]([O:50]N1C(=O)CCC1=O)=O)[C:41]1[CH:46]=[CH:45][CH:44]=[CH:43][CH:42]=1. Product: [F:5][C:4]([F:7])([F:6])[CH:3]([OH:8])[CH2:2][NH:11][C:48](=[O:50])[O:47][CH2:40][C:41]1[CH:46]=[CH:45][CH:44]=[CH:43][CH:42]=1. The catalyst class is: 138. (8) Reactant: C(Cl)CCl.Cl.[NH2:6][C:7]1[N:12]=[CH:11][C:10](/[CH:13]=[CH:14]/[C:15]([OH:17])=O)=[CH:9][C:8]=1[C:18]([OH:21])([CH3:20])[CH3:19].C1C=CC2N(O)N=NC=2C=1.[CH3:32][NH:33][CH2:34][C:35]1[N:36]([CH3:44])[C:37]2[C:42]([CH:43]=1)=[CH:41][CH:40]=[CH:39][CH:38]=2.C(N(C(C)C)C(C)C)C. Product: [NH2:6][C:7]1[N:12]=[CH:11][C:10](/[CH:13]=[CH:14]/[C:15]([N:33]([CH3:32])[CH2:34][C:35]2[N:36]([CH3:44])[C:37]3[C:42]([CH:43]=2)=[CH:41][CH:40]=[CH:39][CH:38]=3)=[O:17])=[CH:9][C:8]=1[C:18]([OH:21])([CH3:20])[CH3:19]. The catalyst class is: 18.